Dataset: Reaction yield outcomes from USPTO patents with 853,638 reactions. Task: Predict the reaction yield, written as a fraction of the theoretical maximum amount of product (1.0 means a 100% yield; for example, 0.34 means a 34% yield). (1) The reactants are Cl[CH:2]1[CH2:7][CH2:6][N:5]([CH3:8])[CH2:4][CH2:3]1.[F:9][C:10]1[CH:18]=[CH:17][C:16]([I:19])=[CH:15][C:11]=1[C:12](Cl)=[O:13]. The catalyst is C1COCC1.BrC(Br)C. The product is [F:9][C:10]1[CH:18]=[CH:17][C:16]([I:19])=[CH:15][C:11]=1[C:12]([CH:2]1[CH2:7][CH2:6][N:5]([CH3:8])[CH2:4][CH2:3]1)=[O:13]. The yield is 0.530. (2) The reactants are [CH:1]([C:4]1[CH:12]=[C:11]([CH:13]([CH3:15])[CH3:14])[CH:10]=[C:9]([CH:16]([CH3:18])[CH3:17])[C:5]=1[C:6]([OH:8])=[O:7])([CH3:3])[CH3:2].C(=O)([O-])O.[Na+:23].C(C(C)=O)C(C)C. The catalyst is O. The product is [CH:1]([C:4]1[CH:12]=[C:11]([CH:13]([CH3:15])[CH3:14])[CH:10]=[C:9]([CH:16]([CH3:18])[CH3:17])[C:5]=1[C:6]([O-:8])=[O:7])([CH3:3])[CH3:2].[Na+:23]. The yield is 0.800.